The task is: Predict the reactants needed to synthesize the given product.. This data is from Full USPTO retrosynthesis dataset with 1.9M reactions from patents (1976-2016). (1) Given the product [F:1][C:2]1[C:7]([CH:8]=[O:9])=[C:6]([OH:10])[C:5]([OH:12])=[CH:4][CH:3]=1, predict the reactants needed to synthesize it. The reactants are: [F:1][C:2]1[C:7]([CH:8]=[O:9])=[C:6]([O:10]C)[C:5]([O:12]C)=[CH:4][CH:3]=1.B(Br)(Br)Br.Cl. (2) Given the product [Cl:1][C:2]1[N:3]=[C:4]([CH3:18])[CH:5]=[C:6]2[C:11]=1[N:10]([CH3:19])[CH:9]=[C:8]([C:12]([O:14][CH2:15][CH3:16])=[O:13])[C:7]2=[O:17], predict the reactants needed to synthesize it. The reactants are: [Cl:1][C:2]1[N:3]=[C:4]([CH3:18])[CH:5]=[C:6]2[C:11]=1[NH:10][CH:9]=[C:8]([C:12]([O:14][CH2:15][CH3:16])=[O:13])[C:7]2=[O:17].[C:19]([O-])([O-])=O.[K+].[K+].IC.O. (3) Given the product [CH:24]1([N:19]2[C:20]3[C@@:15]([CH3:28])([C@H:14]4[CH2:13][CH2:12][C@@:11]5([CH3:29])[C@@H:10]([CH2:9][CH:8]=[C:7]5[C:37]5[CH:42]=[CH:41][CH:40]=[CH:39][N:38]=5)[C@@H:23]4[CH2:22][CH:21]=3)[CH2:16][CH2:17][C:18]2=[O:27])[CH2:26][CH2:25]1, predict the reactants needed to synthesize it. The reactants are: FC(F)(F)S(O[C:7]1[C@@:11]2([CH3:29])[CH2:12][CH2:13][C@H:14]3[C@H:23]([C@@H:10]2[CH2:9][CH:8]=1)[CH2:22][CH:21]=[C:20]1[C@:15]3([CH3:28])[CH2:16][CH2:17][C:18](=[O:27])[N:19]1[CH:24]1[CH2:26][CH2:25]1)(=O)=O.C([Sn](CCCC)(CCCC)[C:37]1[CH:42]=[CH:41][CH:40]=[CH:39][N:38]=1)CCC. (4) Given the product [Si:11]([O:18][C@H:19]1[CH2:24][N:23]([C:25]([O:27][C:28]([CH3:31])([CH3:30])[CH3:29])=[O:26])[C@@H:22]([CH:32]=[O:33])[CH2:21][CH2:20]1)([C:14]([CH3:17])([CH3:16])[CH3:15])([CH3:13])[CH3:12], predict the reactants needed to synthesize it. The reactants are: C(Cl)(=O)C(Cl)=O.CS(C)=O.[Si:11]([O:18][C@H:19]1[CH2:24][N:23]([C:25]([O:27][C:28]([CH3:31])([CH3:30])[CH3:29])=[O:26])[C@@H:22]([CH2:32][OH:33])[CH2:21][CH2:20]1)([C:14]([CH3:17])([CH3:16])[CH3:15])([CH3:13])[CH3:12].C(N(C(C)C)CC)(C)C. (5) Given the product [CH3:1][O:2][C:3]1[C:4]([CH3:34])=[C:5]([C:12]([C:14]2[CH:15]=[C:16]3[C:21](=[CH:22][CH:23]=2)[NH:20][C:19]([CH3:27])=[C:18]([C:28]([O:30][CH2:31][CH3:32])=[O:29])[C:17]3=[O:33])=[O:13])[N:6]2[C:11]=1[CH:10]=[CH:9][CH:8]=[CH:7]2, predict the reactants needed to synthesize it. The reactants are: [CH3:1][O:2][C:3]1[C:4]([CH3:34])=[C:5]([C:12]([C:14]2[CH:15]=[C:16]3[C:21](=[CH:22][CH:23]=2)[N:20](CC=C)[C:19]([CH3:27])=[C:18]([C:28]([O:30][CH2:31][CH3:32])=[O:29])[C:17]3=[O:33])=[O:13])[N:6]2[C:11]=1[CH:10]=[CH:9][CH:8]=[CH:7]2. (6) Given the product [CH2:1]([O:3][C:4]1[CH:9]=[C:8]([NH2:10])[CH:7]=[CH:6][C:5]=1[O:13][CH3:14])[CH3:2], predict the reactants needed to synthesize it. The reactants are: [CH2:1]([O:3][C:4]1[CH:9]=[C:8]([N+:10]([O-])=O)[CH:7]=[CH:6][C:5]=1[O:13][CH3:14])[CH3:2].[H][H]. (7) The reactants are: C([O:3][C:4]([C:6]1[N:7]=[C:8]([NH:11][C:12]2[CH:17]=[CH:16][C:15]([CH3:18])=[CH:14][N:13]=2)[S:9][CH:10]=1)=[O:5])C.Cl. Given the product [CH3:18][C:15]1[CH:16]=[CH:17][C:12]([NH:11][C:8]2[S:9][CH:10]=[C:6]([C:4]([OH:5])=[O:3])[N:7]=2)=[N:13][CH:14]=1, predict the reactants needed to synthesize it.